From a dataset of Reaction yield outcomes from USPTO patents with 853,638 reactions. Predict the reaction yield, written as a fraction of the theoretical maximum amount of product (1.0 means a 100% yield; for example, 0.34 means a 34% yield). (1) The reactants are C(OC([NH:8][CH2:9][CH:10]1[CH2:15][CH2:14][N:13]([C:16]2[N:20]([CH3:21])[N:19]=[CH:18][C:17]=2[NH:22][C:23]([C:25]2[N:26]=[C:27](Br)[S:28][C:29]=2[NH:30]C(=O)OC(C)(C)C)=[O:24])[CH2:12][CH2:11]1)=O)CCC.[F:39][C:40]1[CH:41]=[CH:42][C:43]([O:49][CH3:50])=[C:44](B(O)O)[CH:45]=1. No catalyst specified. The product is [NH2:30][C:29]1[S:28][C:27]([C:42]2[CH:41]=[C:40]([F:39])[CH:45]=[CH:44][C:43]=2[O:49][CH3:50])=[N:26][C:25]=1[C:23]([NH:22][C:17]1[CH:18]=[N:19][N:20]([CH3:21])[C:16]=1[N:13]1[CH2:14][CH2:15][CH:10]([CH2:9][NH2:8])[CH2:11][CH2:12]1)=[O:24]. The yield is 0.260. (2) The yield is 0.0770. The product is [C:36]1([CH3:46])[CH:37]=[CH:38][C:39]([S:42]([OH:45])(=[O:43])=[O:44])=[CH:40][CH:41]=1.[CH3:28][N:29]([CH2:30][C:31]([O:26][CH:23]1[CH2:22][CH2:21][N:20]([C:17]2[S:16][C:15](/[CH:14]=[C:11](\[C:12]#[N:13])/[C:5]3[CH:6]=[CH:7][C:8]([O:9][CH3:10])=[C:3]([O:2][CH3:1])[CH:4]=3)=[CH:19][CH:18]=2)[CH2:25][CH2:24]1)=[O:32])[CH3:34]. The reactants are [CH3:1][O:2][C:3]1[CH:4]=[C:5](/[C:11](=[CH:14]/[C:15]2[S:16][C:17]([N:20]3[CH2:25][CH2:24][CH:23]([OH:26])[CH2:22][CH2:21]3)=[CH:18][CH:19]=2)/[C:12]#[N:13])[CH:6]=[CH:7][C:8]=1[O:9][CH3:10].Cl.[CH3:28][N:29]([CH3:34])[CH2:30][C:31](O)=[O:32].O.[C:36]1([CH3:46])[CH:41]=[CH:40][C:39]([S:42]([OH:45])(=[O:44])=[O:43])=[CH:38][CH:37]=1. The catalyst is C1(C)C=CC=CC=1. (3) The reactants are Cl[C:2]1[N:7]=[C:6]([C:8]2[S:12][C:11]([N:13]3[CH2:18][CH2:17][O:16][CH2:15][CH2:14]3)=[N:10][C:9]=2[C:19]2[C:20]([F:37])=[C:21]([NH:25][S:26]([C:29]3[C:34]([F:35])=[CH:33][CH:32]=[CH:31][C:30]=3[F:36])(=[O:28])=[O:27])[CH:22]=[CH:23][CH:24]=2)[CH:5]=[CH:4][N:3]=1.[CH3:38][S:39]([N:42]1[CH2:47][CH2:46][CH:45]([NH2:48])[CH2:44][CH2:43]1)(=[O:41])=[O:40]. The catalyst is FC(F)(F)CO. The product is [F:36][C:30]1[CH:31]=[CH:32][CH:33]=[C:34]([F:35])[C:29]=1[S:26]([NH:25][C:21]1[CH:22]=[CH:23][CH:24]=[C:19]([C:9]2[N:10]=[C:11]([N:13]3[CH2:18][CH2:17][O:16][CH2:15][CH2:14]3)[S:12][C:8]=2[C:6]2[CH:5]=[CH:4][N:3]=[C:2]([NH:48][CH:45]3[CH2:46][CH2:47][N:42]([S:39]([CH3:38])(=[O:41])=[O:40])[CH2:43][CH2:44]3)[N:7]=2)[C:20]=1[F:37])(=[O:28])=[O:27]. The yield is 0.150. (4) The reactants are [N+:1]([C:4]1[CH:12]=[C:11]([C:13]([NH:15][N:16]=[C:17]([C:19]2[C:23]([OH:24])=[C:22]([C:25]3[CH:30]=[CH:29][C:28]([C:31]([CH3:34])([CH3:33])[CH3:32])=[CH:27][CH:26]=3)[S:21][CH:20]=2)[CH3:18])=[O:14])[CH:10]=[CH:9][C:5]=1[C:6](O)=[O:7])([O-:3])=[O:2].C(N(CC)CC)C.ClC(OCC(C)C)=O.[CH3:50][N:51]1[CH2:56][CH2:55][NH:54][CH2:53][CH2:52]1.Cl. The catalyst is CN1CCCC1=O. The product is [C:31]([C:28]1[CH:27]=[CH:26][C:25]([C:22]2[S:21][CH:20]=[C:19]([C:17](=[N:16][NH:15][C:13](=[O:14])[C:11]3[CH:10]=[CH:9][C:5]([C:6]([N:54]4[CH2:55][CH2:56][N:51]([CH3:50])[CH2:52][CH2:53]4)=[O:7])=[C:4]([N+:1]([O-:3])=[O:2])[CH:12]=3)[CH3:18])[C:23]=2[OH:24])=[CH:30][CH:29]=1)([CH3:34])([CH3:32])[CH3:33]. The yield is 0.100. (5) The reactants are [OH:1][C:2]1[CH:7]=[CH:6][N:5]2[C:8]([C:11]([O:13][CH2:14][CH3:15])=[O:12])=[CH:9][N:10]=[C:4]2[CH:3]=1.O[CH:17]1[CH2:22][CH2:21][S:20](=[O:24])(=[O:23])[CH2:19][CH2:18]1.N(C(N1CCCCC1)=O)=NC(N1CCCCC1)=O.CCCCP(CCCC)CCCC. The catalyst is C1(C)C=CC=CC=1. The product is [O:23]=[S:20]1(=[O:24])[CH2:21][CH2:22][CH:17]([O:1][C:2]2[CH:7]=[CH:6][N:5]3[C:8]([C:11]([O:13][CH2:14][CH3:15])=[O:12])=[CH:9][N:10]=[C:4]3[CH:3]=2)[CH2:18][CH2:19]1. The yield is 0.760. (6) The reactants are [Cl:1][C:2]1[C:10]2[N:9]=[C:8]3[N:11]([C:15]4[CH:20]=[CH:19][C:18]([Cl:21])=[CH:17][C:16]=4[Cl:22])[CH2:12][CH2:13][CH2:14][N:7]3[C:6]=2[C:5]([CH:23]([CH:25]2[CH2:27][CH2:26]2)[OH:24])=[CH:4][CH:3]=1.[CH:28]1([C:31](O)=[O:32])[CH2:30][CH2:29]1.C(N(CC)CC)C.Cl.C(N=C=NCCCN(C)C)C.[Cl-].[NH4+]. The yield is 0.670. The catalyst is CN(C)C1C=CN=CC=1.O1CCCC1. The product is [CH:28]1([C:31]([O:24][CH:23]([CH:25]2[CH2:27][CH2:26]2)[C:5]2[C:6]3[N:7]4[CH2:14][CH2:13][CH2:12][N:11]([C:15]5[CH:20]=[CH:19][C:18]([Cl:21])=[CH:17][C:16]=5[Cl:22])[C:8]4=[N:9][C:10]=3[C:2]([Cl:1])=[CH:3][CH:4]=2)=[O:32])[CH2:30][CH2:29]1.